The task is: Predict the reactants needed to synthesize the given product.. This data is from Full USPTO retrosynthesis dataset with 1.9M reactions from patents (1976-2016). (1) Given the product [OH:3][CH:1]([C:4]1[O:8][C:7]2[C:9](=[O:18])[C:10]3[C:15]([C:16](=[O:17])[C:6]=2[CH:5]=1)=[CH:14][CH:13]=[CH:12][CH:11]=3)[CH3:2], predict the reactants needed to synthesize it. The reactants are: [C:1]([C:4]1[O:8][C:7]2[C:9](=[O:18])[C:10]3[C:15]([C:16](=[O:17])[C:6]=2[CH:5]=1)=[CH:14][CH:13]=[CH:12][CH:11]=3)(=[O:3])[CH3:2].[BH4-].[Na+]. (2) Given the product [F:14][C:10]1[CH:9]=[C:8]2[C:13](=[CH:12][CH:11]=1)[N:5]([CH2:4][C:3]([OH:32])=[O:2])[C:6]([CH3:31])=[C:7]2[CH2:15][C:16]1[CH:17]=[N:18][CH:19]=[CH:20][C:21]=1[S:22]([C:25]1[CH:26]=[CH:27][CH:28]=[CH:29][CH:30]=1)(=[O:24])=[O:23], predict the reactants needed to synthesize it. The reactants are: C[O:2][C:3](=[O:32])[CH2:4][N:5]1[C:13]2[C:8](=[CH:9][C:10]([F:14])=[CH:11][CH:12]=2)[C:7]([CH2:15][C:16]2[CH:17]=[N:18][CH:19]=[CH:20][C:21]=2[S:22]([C:25]2[CH:30]=[CH:29][CH:28]=[CH:27][CH:26]=2)(=[O:24])=[O:23])=[C:6]1[CH3:31].[OH-].[Na+].Cl.